Task: Predict the reactants needed to synthesize the given product.. Dataset: Full USPTO retrosynthesis dataset with 1.9M reactions from patents (1976-2016) (1) Given the product [F:44][C:41]1[CH:42]=[CH:43][C:38]([CH2:37][C:24]2[CH:23]=[N:22][C:21]([N:18]3[CH2:19][CH2:20][N:15]([C:6]4[C:5]5[C:10](=[CH:11][C:12]([O:13][CH3:14])=[C:3]([O:2][CH3:1])[CH:4]=5)[N:9]=[CH:8][N:7]=4)[CH2:16][CH2:17]3)=[N:26][CH:25]=2)=[CH:39][CH:40]=1, predict the reactants needed to synthesize it. The reactants are: [CH3:1][O:2][C:3]1[CH:4]=[C:5]2[C:10](=[CH:11][C:12]=1[O:13][CH3:14])[N:9]=[CH:8][N:7]=[C:6]2[N:15]1[CH2:20][CH2:19][N:18]([C:21]2[N:26]=[CH:25][C:24](B3OC(C)(C)C(C)(C)O3)=[CH:23][N:22]=2)[CH2:17][CH2:16]1.Br[CH2:37][C:38]1[CH:43]=[CH:42][C:41]([F:44])=[CH:40][CH:39]=1.C(=O)([O-])[O-].[Cs+].[Cs+].N#N. (2) Given the product [Cl:1][C:2]1[C:3]2[C:10]([C:14]3[CH:23]=[CH:22][C:21]4[C:16](=[CH:17][CH:18]=[CH:19][CH:20]=4)[CH:15]=3)=[CH:9][N:8]([CH3:12])[C:4]=2[N:5]=[CH:6][N:7]=1, predict the reactants needed to synthesize it. The reactants are: [Cl:1][C:2]1[C:3]2[C:10](I)=[CH:9][N:8]([CH3:12])[C:4]=2[N:5]=[CH:6][N:7]=1.B(O)(O)[C:14]1[CH:23]=[CH:22][C:21]2[C:16](=[CH:17][CH:18]=[CH:19][CH:20]=2)[CH:15]=1.C([O-])([O-])=O.[Na+].[Na+]. (3) Given the product [Br:12][CH2:13][CH2:14][CH2:15][CH2:16][CH2:17][CH2:18][CH2:19][CH2:20][CH2:21][O:1][C:2]1[CH:7]=[CH:6][C:5]([C:8]([F:9])([F:10])[F:11])=[CH:4][CH:3]=1, predict the reactants needed to synthesize it. The reactants are: [OH:1][C:2]1[CH:7]=[CH:6][C:5]([C:8]([F:11])([F:10])[F:9])=[CH:4][CH:3]=1.[Br:12][CH2:13][CH2:14][CH2:15][CH2:16][CH2:17][CH2:18][CH2:19][CH2:20][CH2:21]O.C1(P(C2C=CC=CC=2)C2C=CC=CC=2)C=CC=CC=1.N(C(OC(C)C)=O)=NC(OC(C)C)=O. (4) Given the product [Cl:6][C:7]1[CH:15]=[CH:14][C:10]([C:11]([OH:13])=[O:12])=[CH:9][C:8]=1[S:2]([Cl:1])(=[O:5])=[O:3], predict the reactants needed to synthesize it. The reactants are: [Cl:1][S:2]([OH:5])(=O)=[O:3].[Cl:6][C:7]1[CH:15]=[CH:14][C:10]([C:11]([OH:13])=[O:12])=[CH:9][CH:8]=1. (5) Given the product [NH:14]1[C:15]2[C:11](=[CH:10][C:9]([NH:8][C:6]3[CH:5]=[CH:4][N:3]=[C:2]([C:29]4[CH:30]=[C:25]([CH:26]=[C:27]([F:40])[CH:28]=4)[O:24][CH2:23][C:22]([NH:21][CH:18]4[CH2:20][CH2:19]4)=[O:41])[N:7]=3)=[CH:17][CH:16]=2)[CH:12]=[N:13]1, predict the reactants needed to synthesize it. The reactants are: Cl[C:2]1[N:7]=[C:6]([NH:8][C:9]2[CH:10]=[C:11]3[C:15](=[CH:16][CH:17]=2)[NH:14][N:13]=[CH:12]3)[CH:5]=[CH:4][N:3]=1.[CH:18]1([NH:21][C:22](=[O:41])[CH2:23][O:24][C:25]2[CH:30]=[C:29](B3OC(C)(C)C(C)(C)O3)[CH:28]=[C:27]([F:40])[CH:26]=2)[CH2:20][CH2:19]1.[F-].[Cs+]. (6) Given the product [CH2:23]([O:30][C:31]1[CH:32]=[CH:33][C:34]([CH2:37][C:38]([NH:1][C:4]2[C:5]3[C:9]([CH:10]=[CH:11][CH:12]=2)=[N:8][N:7]([CH2:13][CH2:14][N:15]2[CH2:20][CH2:19][CH2:18][CH2:17][CH2:16]2)[CH:6]=3)=[O:39])=[CH:35][CH:36]=1)[C:24]1[CH:25]=[CH:26][CH:27]=[CH:28][CH:29]=1, predict the reactants needed to synthesize it. The reactants are: [N+:1]([C:4]1[C:5]2[C:9]([CH:10]=[CH:11][CH:12]=1)=[N:8][N:7]([CH2:13][CH2:14][N:15]1[CH2:20][CH2:19][CH2:18][CH2:17][CH2:16]1)[CH:6]=2)([O-])=O.[Cl-].[NH4+].[CH2:23]([O:30][C:31]1[CH:36]=[CH:35][C:34]([CH2:37][C:38](O)=[O:39])=[CH:33][CH:32]=1)[C:24]1[CH:29]=[CH:28][CH:27]=[CH:26][CH:25]=1.CCN=C=NCCCN(C)C.ON1C2C=CC=CC=2N=N1.C(N(C(C)C)CC)(C)C. (7) Given the product [N+:13]([C:9]1[CH:8]=[C:7]([C:5]2[N:22]3[N:21]=[CH:20][C:19]([C:23]([CH:25]4[CH2:29][CH2:28][CH2:27][CH2:26]4)=[O:24])=[C:16]3[N:2]=[CH:3][CH:4]=2)[CH:12]=[CH:11][CH:10]=1)([O-:15])=[O:14], predict the reactants needed to synthesize it. The reactants are: C[N:2]([CH3:16])[CH:3]=[CH:4][C:5]([C:7]1[CH:12]=[CH:11][CH:10]=[C:9]([N+:13]([O-:15])=[O:14])[CH:8]=1)=O.NC1[NH:22][N:21]=[CH:20][C:19]=1[C:23]([CH:25]1[CH2:29][CH2:28][CH2:27][CH2:26]1)=[O:24].